From a dataset of Full USPTO retrosynthesis dataset with 1.9M reactions from patents (1976-2016). Predict the reactants needed to synthesize the given product. (1) Given the product [CH:1]1([N:5]2[CH2:11][CH2:10][C:9]3[CH:12]=[CH:13][C:14]([CH:16]4[CH2:21][CH2:20][N:19]([C:23]5[CH:30]=[CH:29][C:26]([C:27]#[N:28])=[CH:25][CH:24]=5)[CH2:18][CH2:17]4)=[CH:15][C:8]=3[CH2:7][CH2:6]2)[CH2:4][CH2:3][CH2:2]1, predict the reactants needed to synthesize it. The reactants are: [CH:1]1([N:5]2[CH2:11][CH2:10][C:9]3[CH:12]=[CH:13][C:14]([CH:16]4[CH2:21][CH2:20][NH:19][CH2:18][CH2:17]4)=[CH:15][C:8]=3[CH2:7][CH2:6]2)[CH2:4][CH2:3][CH2:2]1.Br[C:23]1[CH:30]=[CH:29][C:26]([C:27]#[N:28])=[CH:25][CH:24]=1.C(=O)([O-])[O-].[Cs+].[Cs+].CC1(C)C2C=CC=C(P(C3C=CC=CC=3)C3C=CC=CC=3)C=2OC2C1=CC=CC=2P(C1C=CC=CC=1)C1C=CC=CC=1. (2) The reactants are: [CH2:1]([O:8][C:9]1[CH:14]=[CH:13][NH:12][C:11](=[O:15])[CH:10]=1)[C:2]1[CH:7]=[CH:6][CH:5]=[CH:4][CH:3]=1.Br[C:17]1[S:18][C:19]([C:23]([NH:25][CH2:26][C:27]2[CH:32]=[CH:31][C:30]([F:33])=[C:29]([F:34])[CH:28]=2)=[O:24])=[C:20]([CH3:22])[N:21]=1. Given the product [CH2:1]([O:8][C:9]1[CH:14]=[CH:13][N:12]([C:17]2[S:18][C:19]([C:23]([NH:25][CH2:26][C:27]3[CH:32]=[CH:31][C:30]([F:33])=[C:29]([F:34])[CH:28]=3)=[O:24])=[C:20]([CH3:22])[N:21]=2)[C:11](=[O:15])[CH:10]=1)[C:2]1[CH:3]=[CH:4][CH:5]=[CH:6][CH:7]=1, predict the reactants needed to synthesize it.